This data is from Reaction yield outcomes from USPTO patents with 853,638 reactions. The task is: Predict the reaction yield, written as a fraction of the theoretical maximum amount of product (1.0 means a 100% yield; for example, 0.34 means a 34% yield). (1) The reactants are [C:1]([O:7][CH2:8][N:9]1[C:13]2[N:14]=[N:15][CH:16]=[C:17]([C:18]3[CH:19]=[N:20][NH:21][CH:22]=3)[C:12]=2[CH:11]=[CH:10]1)(=[O:6])[C:2]([CH3:5])([CH3:4])[CH3:3].[O:23]1[CH2:26][C:25](=[CH:27][C:28]#[N:29])[CH2:24]1.C1CCN2C(=NCCC2)CC1. The catalyst is C(#N)C. The product is [C:1]([O:7][CH2:8][N:9]1[C:13]2[N:14]=[N:15][CH:16]=[C:17]([C:18]3[CH:19]=[N:20][N:21]([C:25]4([CH2:27][C:28]#[N:29])[CH2:26][O:23][CH2:24]4)[CH:22]=3)[C:12]=2[CH:11]=[CH:10]1)(=[O:6])[C:2]([CH3:5])([CH3:4])[CH3:3]. The yield is 0.760. (2) The reactants are N.P(OCC)(OCC)(O[C:5]1[CH:10]=[CH:9][C:8]([CH3:11])=[CH:7][C:6]=1[C:12]([CH3:15])([CH3:14])[CH3:13])=O.[Li]. The catalyst is CCOCC. The product is [C:12]([C:6]1[CH:5]=[CH:10][CH:9]=[C:8]([CH3:11])[CH:7]=1)([CH3:15])([CH3:14])[CH3:13]. The yield is 0.910. (3) The reactants are [Br:1][C:2]1[CH:3]=[CH:4][C:5]2[N:6]([CH2:16][CH:17]([OH:21])[C:18](O)=[O:19])[C:7]3[C:12]([C:13]=2[CH:14]=1)=[CH:11][C:10]([Br:15])=[CH:9][CH:8]=3.S(Cl)(Cl)=O.[CH3:26][O:27][C:28]1[CH:33]=[CH:32][CH:31]=[C:30]([NH2:34])[CH:29]=1.CCN(CC)CC. The catalyst is C(Cl)Cl. The product is [Br:15][C:10]1[CH:9]=[CH:8][C:7]2[N:6]([CH2:16][CH:17]([OH:21])[C:18]([NH:34][C:30]3[CH:31]=[CH:32][CH:33]=[C:28]([O:27][CH3:26])[CH:29]=3)=[O:19])[C:5]3[C:13]([C:12]=2[CH:11]=1)=[CH:14][C:2]([Br:1])=[CH:3][CH:4]=3. The yield is 0.480. (4) The reactants are [NH:1]1[CH2:6][CH2:5][CH:4]([N:7]2[C:11]3[CH:12]=[CH:13][CH:14]=[CH:15][C:10]=3[NH:9][C:8]2=[O:16])[CH2:3][CH2:2]1.CCN(CC)CC.[O:24](C(OC(C)(C)C)=O)[C:25]([O:27][C:28]([CH3:31])([CH3:30])[CH3:29])=O. The catalyst is C(Cl)Cl.CN(C1C=CN=CC=1)C. The product is [C:28]([O:27][C:25]([N:1]1[CH2:2][CH2:3][CH:4]([N:7]2[C:11]3[CH:12]=[CH:13][CH:14]=[CH:15][C:10]=3[NH:9][C:8]2=[O:16])[CH2:5][CH2:6]1)=[O:24])([CH3:31])([CH3:30])[CH3:29]. The yield is 0.820. (5) The reactants are [NH2:1][C:2]1[CH:3]=[C:4]([CH:21]=[CH:22][CH:23]=1)[O:5][C:6]1[CH:7]=[CH:8][C:9]2[N:10]([CH:12]=[C:13]([NH:15][C:16]([CH:18]3[CH2:20][CH2:19]3)=[O:17])[N:14]=2)[N:11]=1.[F:24][C:25]([F:36])([F:35])[C:26]1[CH:34]=[CH:33][CH:32]=[CH:31][C:27]=1[C:28](O)=[O:29].C(Cl)(=O)C(Cl)=O.O1CCCC1. The catalyst is CN(C)C=O.CN1CCCC1=O. The product is [CH:18]1([C:16]([NH:15][C:13]2[N:14]=[C:9]3[CH:8]=[CH:7][C:6]([O:5][C:4]4[CH:3]=[C:2]([NH:1][C:28](=[O:29])[C:27]5[CH:31]=[CH:32][CH:33]=[CH:34][C:26]=5[C:25]([F:24])([F:35])[F:36])[CH:23]=[CH:22][CH:21]=4)=[N:11][N:10]3[CH:12]=2)=[O:17])[CH2:20][CH2:19]1. The yield is 0.750. (6) The reactants are C([Sn](CCCC)(CCCC)/[CH:6]=[CH:7]/[CH2:8][NH:9][C:10]1[CH:27]=[CH:26][C:13]2=[N:14][N:15]([C:17]3[CH:22]=[CH:21][C:20]([N:23]([CH3:25])[CH3:24])=[CH:19][CH:18]=3)[N:16]=[C:12]2[CH:11]=1)CCC.[I:36]I.O. The catalyst is C(Cl)Cl. The product is [CH3:24][N:23]([CH3:25])[C:20]1[CH:21]=[CH:22][C:17]([N:15]2[N:14]=[C:13]3[CH:26]=[CH:27][C:10]([NH:9][CH2:8]/[CH:7]=[CH:6]/[I:36])=[CH:11][C:12]3=[N:16]2)=[CH:18][CH:19]=1. The yield is 0.380. (7) The reactants are C(OC([C:6]1[C:15](=[O:16])[C:14]2[C:9](=[N:10][C:11]([CH3:17])=[CH:12][CH:13]=2)[NH:8][CH:7]=1)=O)C.[OH-].[Na+].Cl. The catalyst is O. The product is [CH3:17][C:11]1[N:10]=[C:9]2[C:14]([C:15]([OH:16])=[CH:6][CH:7]=[N:8]2)=[CH:13][CH:12]=1. The yield is 0.820. (8) The reactants are [C:1]([Si:5]([CH3:22])([CH3:21])[O:6][C@@H:7]1[CH2:12][C@@H:11]([O:13][Si:14]([C:17]([CH3:20])([CH3:19])[CH3:18])([CH3:16])[CH3:15])[CH2:10][NH:9][CH2:8]1)([CH3:4])([CH3:3])[CH3:2].C(N(CC)CC)C.Cl[C:31]([O:33][CH2:34][C:35]1[CH:40]=[CH:39][CH:38]=[CH:37][CH:36]=1)=[O:32]. The catalyst is C1COCC1. The product is [CH2:34]([O:33][C:31]([N:9]1[CH2:10][C@H:11]([O:13][Si:14]([C:17]([CH3:20])([CH3:19])[CH3:18])([CH3:16])[CH3:15])[CH2:12][C@@H:7]([O:6][Si:5]([C:1]([CH3:4])([CH3:3])[CH3:2])([CH3:22])[CH3:21])[CH2:8]1)=[O:32])[C:35]1[CH:40]=[CH:39][CH:38]=[CH:37][CH:36]=1. The yield is 0.900. (9) The reactants are [CH2:1]([O:3][C:4]([C@:6]1([NH:18][C:19]([O:21][C:22]([CH3:25])([CH3:24])[CH3:23])=[O:20])[CH2:11][C@H:10]([OH:12])[C@@H:9]2[C@H:7]1[C@H:8]2[C:13]([O:15][CH2:16][CH3:17])=[O:14])=[O:5])[CH3:2].N1C=CC=CC=1.[C:32](OC(=O)C)(=[O:34])[CH3:33].C(O)(=O)CC(CC(O)=O)(C(O)=O)O. The catalyst is CN(C1C=CN=CC=1)C.ClCCl. The product is [CH2:1]([O:3][C:4]([C@:6]1([NH:18][C:19]([O:21][C:22]([CH3:23])([CH3:25])[CH3:24])=[O:20])[CH2:11][C@H:10]([O:12][C:32](=[O:34])[CH3:33])[C@@H:9]2[C@H:7]1[C@H:8]2[C:13]([O:15][CH2:16][CH3:17])=[O:14])=[O:5])[CH3:2]. The yield is 0.750. (10) The reactants are [CH3:1][O:2][C:3](=[O:18])[C:4]1[CH:9]=[CH:8][C:7]([O:10][C:11]2[N:16]=[CH:15][C:14](Br)=[CH:13][N:12]=2)=[CH:6][CH:5]=1.[Li+].[Cl-].[CH2:21]([Sn](CCCC)(CCCC)C=C)[CH2:22]CC. The catalyst is CN(C=O)C.Cl[Pd](Cl)([P](C1C=CC=CC=1)(C1C=CC=CC=1)C1C=CC=CC=1)[P](C1C=CC=CC=1)(C1C=CC=CC=1)C1C=CC=CC=1. The product is [CH3:1][O:2][C:3](=[O:18])[C:4]1[CH:9]=[CH:8][C:7]([O:10][C:11]2[N:16]=[CH:15][C:14]([CH:21]=[CH2:22])=[CH:13][N:12]=2)=[CH:6][CH:5]=1. The yield is 0.590.